This data is from Forward reaction prediction with 1.9M reactions from USPTO patents (1976-2016). The task is: Predict the product of the given reaction. (1) Given the reactants [Cl:1][C:2]1[C:11]2[C:6](=[CH:7][CH:8]=[C:9]([C:12]([OH:29])([C:23]3[N:27]([CH3:28])[CH:26]=[N:25][CH:24]=3)[C:13]3[CH:14]=[N:15][C:16]([C:19]([F:22])([F:21])[F:20])=[CH:17][CH:18]=3)[CH:10]=2)[N:5]=[C:4]([O:30][CH3:31])[C:3]=1[C:32]([OH:34])=O.CCN=C=N[CH2:40][CH2:41][CH2:42][N:43](C)C.C1C=CC2N(O)N=NC=2C=1.C1(N)CC1, predict the reaction product. The product is: [Cl:1][C:2]1[C:11]2[C:6](=[CH:7][CH:8]=[C:9]([C:12]([OH:29])([C:23]3[N:27]([CH3:28])[CH:26]=[N:25][CH:24]=3)[C:13]3[CH:14]=[N:15][C:16]([C:19]([F:21])([F:22])[F:20])=[CH:17][CH:18]=3)[CH:10]=2)[N:5]=[C:4]([O:30][CH3:31])[C:3]=1[C:32]([NH:43][CH:42]1[CH2:40][CH2:41]1)=[O:34]. (2) The product is: [CH3:1][N:2]1[CH:6]=[CH:5][N:4]=[C:3]1[N:7]([CH2:19][C:20]1[CH:21]=[C:22]([CH3:26])[CH:23]=[CH:24][CH:25]=1)[C:8]1[C:9]2[N:10]([CH:16]=[CH:17][CH:18]=2)[N:11]=[CH:12][C:13]=1[C:14]([NH2:15])=[O:28]. Given the reactants [CH3:1][N:2]1[CH:6]=[CH:5][N:4]=[C:3]1[N:7]([CH2:19][C:20]1[CH:21]=[C:22]([CH3:26])[CH:23]=[CH:24][CH:25]=1)[C:8]1[C:9]2[N:10]([CH:16]=[CH:17][CH:18]=2)[N:11]=[CH:12][C:13]=1[C:14]#[N:15].[NH4+].[OH-:28].OO.CCCCCC, predict the reaction product. (3) Given the reactants [F:1][C:2]1[CH:7]=[CH:6][C:5]([C:8]2[CH:9]=[CH:10][C:11]3[N:12]([C:14]([S:17][C:18]4[CH:38]=[CH:37][C:21]5[N:22]=[C:23]([NH:25][C:26]([NH:28][CH2:29][CH2:30][N:31]6[CH2:36][CH2:35][O:34][CH2:33][CH2:32]6)=[O:27])[S:24][C:20]=5[CH:19]=4)=[N:15][N:16]=3)[N:13]=2)=[CH:4][CH:3]=1.N, predict the reaction product. The product is: [F:1][C:2]1[CH:7]=[CH:6][C:5]([C:8]2[CH2:9][CH2:10][C:11]3[N:12]([C:14]([S:17][C:18]4[CH:38]=[CH:37][C:21]5[N:22]=[C:23]([NH:25][C:26]([NH:28][CH2:29][CH2:30][N:31]6[CH2:36][CH2:35][O:34][CH2:33][CH2:32]6)=[O:27])[S:24][C:20]=5[CH:19]=4)=[N:15][N:16]=3)[N:13]=2)=[CH:4][CH:3]=1.